Dataset: Catalyst prediction with 721,799 reactions and 888 catalyst types from USPTO. Task: Predict which catalyst facilitates the given reaction. (1) Product: [Cl:1][C:2]1[CH:7]=[CH:6][CH:5]=[CH:4][C:3]=1[C:8]1[C:13]([Cl:14])=[CH:12][C:11]([OH:15])=[C:10]([C:17]([N:19]2[CH2:24][CH2:23][N:22]([C:25](=[O:28])[CH:26]=[CH2:27])[CH2:21][CH2:20]2)=[O:18])[CH:9]=1. The catalyst class is: 2. Reactant: [Cl:1][C:2]1[CH:7]=[CH:6][CH:5]=[CH:4][C:3]=1[C:8]1[C:13]([Cl:14])=[CH:12][C:11]([O:15]C)=[C:10]([C:17]([N:19]2[CH2:24][CH2:23][N:22]([C:25](=[O:28])[CH:26]=[CH2:27])[CH2:21][CH2:20]2)=[O:18])[CH:9]=1.B(Br)(Br)Br.C([O-])(O)=O.[Na+]. (2) Reactant: [CH3:1][C:2]1[CH:10]=[CH:9][C:5]([C:6](O)=[O:7])=[CH:4][C:3]=1[S:11](=[O:14])(=[O:13])[NH2:12].Cl.[CH3:16][NH:17][O:18][CH3:19].C(N(CC)CC)C.F[P-](F)(F)(F)(F)F.N1(O[P+](N(C)C)(N(C)C)N(C)C)C2C=CC=CC=2N=N1. Product: [CH3:19][O:18][N:17]([CH3:16])[C:6](=[O:7])[C:5]1[CH:9]=[CH:10][C:2]([CH3:1])=[C:3]([S:11](=[O:14])(=[O:13])[NH2:12])[CH:4]=1. The catalyst class is: 2. (3) Reactant: [O:1]=[C:2]([CH2:6][CH3:7])[CH2:3][C:4]#[N:5].CO[CH:10](OC)[N:11]([CH3:13])[CH3:12]. Product: [CH3:13][N:11]([CH:10]=[C:3]([C:2](=[O:1])[CH2:6][CH3:7])[C:4]#[N:5])[CH3:12]. The catalyst class is: 1. (4) Reactant: [CH2:1]([C@:8]([NH:29][C:30](=[O:36])[O:31][C:32]([CH3:35])([CH3:34])[CH3:33])([CH3:28])[CH:9]([OH:27])[CH2:10][NH:11][C:12](=[O:26])[C:13]1[CH:18]=[C:17]([N:19]([CH3:24])[S:20]([CH3:23])(=[O:22])=[O:21])[N:16]=[C:15]([Cl:25])[CH:14]=1)[C:2]1[CH:7]=[CH:6][CH:5]=[CH:4][CH:3]=1.C(N(CC)CC)C.S(=O)(=O)=O.N1C=CC=CC=1. Product: [CH2:1]([C@:8]([NH:29][C:30](=[O:36])[O:31][C:32]([CH3:35])([CH3:34])[CH3:33])([CH3:28])[C:9](=[O:27])[CH2:10][NH:11][C:12](=[O:26])[C:13]1[CH:18]=[C:17]([N:19]([CH3:24])[S:20]([CH3:23])(=[O:22])=[O:21])[N:16]=[C:15]([Cl:25])[CH:14]=1)[C:2]1[CH:3]=[CH:4][CH:5]=[CH:6][CH:7]=1. The catalyst class is: 583. (5) Reactant: C([O:4][CH2:5][C:6]1[CH:7]=[C:8]2[C:13](=[C:14]([I:16])[CH:15]=1)[N:12]=[CH:11][C:10]([C:17]([O:19]CC)=O)=[C:9]2[OH:22])(=O)C.[Cl:23][C:24]1[CH:31]=[CH:30][C:27]([CH2:28][NH2:29])=[CH:26][CH:25]=1. Product: [Cl:23][C:24]1[CH:31]=[CH:30][C:27]([CH2:28][NH:29][C:17]([C:10]2[CH:11]=[N:12][C:13]3[C:8]([C:9]=2[OH:22])=[CH:7][C:6]([CH2:5][OH:4])=[CH:15][C:14]=3[I:16])=[O:19])=[CH:26][CH:25]=1. The catalyst class is: 28. (6) Reactant: [F:1][C:2]1[CH:7]=[CH:6][CH:5]=[CH:4][C:3]=1[C:8]1[CH2:12][CH2:11][CH2:10][C:9]=1[C:13](OCC)=[O:14].[H-].[Al+3].[Li+].[H-].[H-].[H-].[OH-].[Na+].S([O-])([O-])(=O)=O.[Mg+2]. Product: [F:1][C:2]1[CH:7]=[CH:6][CH:5]=[CH:4][C:3]=1[C:8]1[CH2:12][CH2:11][CH2:10][C:9]=1[CH2:13][OH:14]. The catalyst class is: 20. (7) Reactant: [Li].[AlH3].[CH2:3]([O:10][C:11]1[C:19](/[CH:20]=[CH:21]\[N+:22]([O-])=O)=[CH:18][CH:17]=[CH:16][C:12]=1[N:13]([CH3:15])[CH3:14])[C:4]1[CH:9]=[CH:8][CH:7]=[CH:6][CH:5]=1. Product: [NH2:22][CH2:21][CH2:20][C:19]1[C:11]([O:10][CH2:3][C:4]2[CH:9]=[CH:8][CH:7]=[CH:6][CH:5]=2)=[C:12]([CH:16]=[CH:17][CH:18]=1)[N:13]([CH3:14])[CH3:15]. The catalyst class is: 7. (8) Reactant: [Br:1][C:2]1[CH:3]=[CH:4][C:5]([OH:11])=[C:6]([C:8](=[O:10])[CH3:9])[CH:7]=1.[CH3:12][CH:13]1[CH2:18][CH2:17][CH2:16][C:15](=O)[CH2:14]1.N1CCCC1. Product: [Br:1][C:2]1[CH:7]=[C:6]2[C:5](=[CH:4][CH:3]=1)[O:11][C:15]1([CH2:16][CH2:17][CH2:18][CH:13]([CH3:12])[CH2:14]1)[CH2:9][C:8]2=[O:10]. The catalyst class is: 5.